This data is from Experimentally validated miRNA-target interactions with 360,000+ pairs, plus equal number of negative samples. The task is: Binary Classification. Given a miRNA mature sequence and a target amino acid sequence, predict their likelihood of interaction. (1) The miRNA is hsa-miR-6501-5p with sequence AGUUGCCAGGGCUGCCUUUGGU. The protein sequence of the target gene is MELLSPPLRDIDLTGPDGSLCSFETADDFYDDPCFDSPDLRFFEDLDPRLVHMGALLKPEEHAHFPTAVHPGPGAREDEHVRAPSGHHQAGRCLLWACKACKRKTTNADRRKAATMRERRRLSKVNEAFETLKRCTSSNPNQRLPKVEILRNAIRYIEGLQALLRDQDAAPPGAAAFYAPGPLPPGRGSEHYSGDSDASSPRSNCSDGMMDYSGPPSGPRRQNGYDTAYYSEAARESRPGKSAAVSSLDCLSSIVERISTDSPAAPALLLADAPPESPPGPPEGASLSDTEQGTQTPSPD.... Result: 0 (no interaction). (2) The miRNA is hsa-miR-4679 with sequence UCUGUGAUAGAGAUUCUUUGCU. The protein sequence of the target gene is MQKATYYDSSAIYGGYPYQAANGFAYNANQQPYPASAALGADGEYHRPACSLQSPSSAGGHPKAHELSEACLRTLSAPPSQPPSLGEPPLHPPPPQAAPPAPQPPQPAPQPPAPTPAAPPPPSSASPPQNASNNPTPANAAKSPLLNSPTVAKQIFPWMKESRQNTKQKTSSSSSGESCAGDKSPPGQASSKRARTAYTSAQLVELEKEFHFNRYLCRPRRVEMANLLNLTERQIKIWFQNRRMKYKKDQKGKGMLTSSGGQSPSRSPVPPGAGGYLNSMHSLVNSVPYEPQSPPPFSKP.... Result: 0 (no interaction). (3) The miRNA is hsa-miR-4733-3p with sequence CCACCAGGUCUAGCAUUGGGAU. The protein sequence of the target gene is MAGAAAESGRELWTFAGSRDPSAPRLAYGYGPGSLRELRAREFSRLAGTVYLDHAGATLFSQSQLESFTSDLMENTYGNPHSQNISSKLTHDTVEQVRYRILAHFHTTAEDYTVIFTAGSTAALKLVAEAFPWVSQGPESSGSRFCYLTDSHTSVVGMRNVTMAINVISTPVRPEDLWSAEERSASASNPDCQLPHLFCYPAQSNFSGVRYPLSWIEEVKSGRLHPVSTPGKWFVLLDAASYVSTSPLDLSAHQADFVPISFYKIFGFPTGLGALLVHNRAAPLLRKTYFGGGTASAYLA.... Result: 1 (interaction). (4) The miRNA is mmu-miR-704 with sequence AGACAUGUGCUCUGCUCCUAG. The protein sequence of the target gene is MTRAAERGQGATGWGLRGALVAIALLSALNAAGTVFVLCQWRGLSAALRALEAQRGREQREDSALRAFLAELSRAPGRVPEPSQDPMSAARNKRSHNGEPASHIRAESQDMMMMMTYSMVPIRVMIDLCNSTQGICLTGPPGPPGPPGAGGLPGHNGSDGQPGLQGPKGEKGAIGKRGKMGLPGATGNPGEKGEKGDAGELGLPGNEGPPGQKGDKGDKGDVSNDVLLTGAKGDQGPPGPPGPPGPPGPPGSRRSKGPRPPNVFNSQCPGETCVIPNDDTLVGRADEKANERHSPQTESM.... Result: 0 (no interaction). (5) The miRNA is hsa-miR-548ar-5p with sequence AAAAGUAAUUGCAGUUUUUGC. The protein sequence of the target gene is MIHTNLKKKFSCCVLVFLLFAVICVWKEKKKGSYYDSFKLQTKEFQVLKSLGKLAMGSDSQSVSSSSTQDPHRGRQTLGSLRGLAKAKPEASFQVWNKDSSSKNLIPRLQKIWKNYLSMNKYKVSYKGPGPGIKFSAEALRCHLRDHVNVSMVEVTDFPFNTSEWEGYLPKESIRTKAGPWGRCAVVSSAGSLKSSQLGREIDDHDAVLRFNGAPTANFQQDVGTKTTIRLMNSQLVTTEKRFLKDSLYNEGILIVWDPSVYHSDIPKWYQNPDYNFFNNYKTYRKLHPNQPFYILKPQM.... Result: 0 (no interaction). (6) The miRNA is hsa-miR-143-3p with sequence UGAGAUGAAGCACUGUAGCUC. The protein sequence of the target gene is MFTMTRAMEEALFQHFMHQKLGIAYAIHKPFPFFEGLLDNSIITKRMYMESLEACRNLIPVSRVVHNILTQLERTFNLSLLVTLFSQINLREYPNLVTIYRSFKRVGASYEWQSRDTPILLEAPTGLAEGSSLHTPLALPPPQPPQPSCSPCAPRVSEPGTSSQQSDEILSESPSPSDPVLPLPALIQEGRSTSVTNDKLTSKMNAEEDSEEMPSLLTSTVQVASDNLIPQIRDKEDPQEMPHSPLGSMPEIRDNSPEPNDPEEPQEVSSTPSDKKGKKRKRCIWSTPKRRHKKKSLPGG.... Result: 1 (interaction). (7) The miRNA is hsa-miR-124-3p with sequence UAAGGCACGCGGUGAAUGCCAA. The protein sequence of the target gene is MHTTQKDTTYTKIFVGGLPYHTTDASLRKYFEVFGEIEEAVVITDRQTGKSRGYGFVTMADRAAAERACKDPNPIIDGRKANVNLAYLGAKPRIMQPGFAFGVQQLHPALIQRPFGIPAHYVYPQAFVQPGVVIPHVQPTAAAASTTPYIDYTGAAYAQYSAAAAAAAAAAAYDQYPYAASPAAAGYVTAGGYGYAVQQPITAAAPGTAAAAAAAAAAAAAFGQYQPQQLQTDRMQ. Result: 1 (interaction).